From a dataset of Catalyst prediction with 721,799 reactions and 888 catalyst types from USPTO. Predict which catalyst facilitates the given reaction. (1) Reactant: [CH2:1]([CH:8]([C:12](O)=O)[C:9]([OH:11])=[O:10])[C:2]1[CH:7]=[CH:6][CH:5]=[CH:4][CH:3]=1.C=O.C(NCC)C.Cl. Product: [CH2:12]=[C:8]([CH2:1][C:2]1[CH:7]=[CH:6][CH:5]=[CH:4][CH:3]=1)[C:9]([OH:11])=[O:10]. The catalyst class is: 84. (2) Reactant: [CH3:1][C:2]1[C:10]2[C:5](=[CH:6][CH:7]=[C:8]([CH:11]=O)[CH:9]=2)[NH:4][N:3]=1.[NH2:13][C:14]([C:18]1[CH:23]=[CH:22][C:21]([Cl:24])=[CH:20][CH:19]=1)=[CH:15][C:16]#[N:17].[C:32]([O:34][CH2:35][C:36](=O)[CH2:31][C:32]([O:34][CH2:35][CH3:36])=[O:33])(=[O:33])[CH3:31].Cl. Product: [Cl:24][C:21]1[CH:20]=[CH:19][C:18]([C:14]2[NH:13][C:36]3[CH2:35][O:34][C:32](=[O:33])[C:31]=3[CH:11]([C:8]3[CH:9]=[C:10]4[C:5](=[CH:6][CH:7]=3)[NH:4][N:3]=[C:2]4[CH3:1])[C:15]=2[C:16]#[N:17])=[CH:23][CH:22]=1. The catalyst class is: 259. (3) Reactant: Br[C:2]1[N:3]([CH2:21][CH2:22][C:23]([O:25][CH3:26])=[O:24])[C:4]2[C:9]([C:10]=1[CH:11]1[CH2:16][CH2:15][CH2:14][CH2:13][CH2:12]1)=[CH:8][CH:7]=[C:6]([C:17]([O:19][CH3:20])=[O:18])[CH:5]=2.C([O-])([O-])=O.[Na+].[Na+].[CH:33]([C:35]1[CH:40]=[CH:39][CH:38]=[CH:37][C:36]=1B(O)O)=[O:34]. Product: [CH:11]1([C:10]2[C:9]3[C:4](=[CH:5][C:6]([C:17]([O:19][CH3:20])=[O:18])=[CH:7][CH:8]=3)[N:3]([CH2:21][CH2:22][C:23]([O:25][CH3:26])=[O:24])[C:2]=2[C:36]2[CH:37]=[CH:38][CH:39]=[CH:40][C:35]=2[CH:33]=[O:34])[CH2:16][CH2:15][CH2:14][CH2:13][CH2:12]1. The catalyst class is: 184. (4) Reactant: [CH3:1][O:2][C:3]1[CH:4]=[C:5]2[C:10](=[CH:11][C:12]=1[O:13][CH3:14])[N:9]=[CH:8][CH:7]=[C:6]2[O:15][C:16]1[CH:21]=[CH:20][C:19]([NH:22][C:23](=O)[CH2:24][O:25][C:26]2[C:31]([CH3:32])=[CH:30][CH:29]=[CH:28][C:27]=2[CH3:33])=[C:18]([CH3:35])[C:17]=1[CH3:36].Cl.[OH-].[Na+]. Product: [CH3:1][O:2][C:3]1[CH:4]=[C:5]2[C:10](=[CH:11][C:12]=1[O:13][CH3:14])[N:9]=[CH:8][CH:7]=[C:6]2[O:15][C:16]1[CH:21]=[CH:20][C:19]([NH:22][CH2:23][CH2:24][O:25][C:26]2[C:31]([CH3:32])=[CH:30][CH:29]=[CH:28][C:27]=2[CH3:33])=[C:18]([CH3:35])[C:17]=1[CH3:36]. The catalyst class is: 7.